From a dataset of Forward reaction prediction with 1.9M reactions from USPTO patents (1976-2016). Predict the product of the given reaction. (1) Given the reactants [C:1]1([C@@H:7]2[CH2:9][C@H:8]2[N:10]=[C:11]=[O:12])[CH:6]=[CH:5][CH:4]=[CH:3][CH:2]=1.[NH2:13][CH2:14][CH2:15][O:16][CH2:17][CH2:18][N:19]1[C:27]2[C:26]([CH3:28])=[C:25]([CH3:29])[N:24]=[C:23]([NH2:30])[C:22]=2[N:21]=[C:20]1[CH3:31], predict the reaction product. The product is: [NH2:30][C:23]1[C:22]2[N:21]=[C:20]([CH3:31])[N:19]([CH2:18][CH2:17][O:16][CH2:15][CH2:14][NH:13][C:11]([NH:10][C@@H:8]3[CH2:9][C@H:7]3[C:1]3[CH:6]=[CH:5][CH:4]=[CH:3][CH:2]=3)=[O:12])[C:27]=2[C:26]([CH3:28])=[C:25]([CH3:29])[N:24]=1. (2) Given the reactants Cl.[Cl:2][C:3]1[CH:8]=[CH:7][CH:6]=[C:5]([Cl:9])[C:4]=1[NH:10][C:11]1[N:15]2[CH:16]=[CH:17][CH:18]=[N:19][C:14]2=[N:13][C:12]=1[C:20]1[C:29]([O:30][CH3:31])=[CH:28][C:27]([O:32][CH3:33])=[CH:26][C:21]=1[C:22]([NH:24][NH2:25])=[O:23].Cl[C:35](OC(Cl)(Cl)Cl)=[O:36], predict the reaction product. The product is: [Cl:9][C:5]1[CH:6]=[CH:7][CH:8]=[C:3]([Cl:2])[C:4]=1[NH:10][C:11]1[N:15]2[CH:16]=[CH:17][CH:18]=[N:19][C:14]2=[N:13][C:12]=1[C:20]1[C:29]([O:30][CH3:31])=[CH:28][C:27]([O:32][CH3:33])=[CH:26][C:21]=1[C:22]1[O:23][C:35](=[O:36])[NH:25][N:24]=1. (3) Given the reactants C([Li])CCC.C(NC(C)C)(C)C.[CH3:13][O:14][C:15](=[O:20])[CH2:16][CH:17]1[CH2:19][CH2:18]1.[C:21]1([CH:31]=[O:32])[C:30]2[C:25](=[CH:26][CH:27]=[CH:28][CH:29]=2)[CH:24]=[CH:23][CH:22]=1.CC(OI1(OC(C)=O)(OC(C)=O)OC(=O)C2C=CC=CC1=2)=O, predict the reaction product. The product is: [CH3:13][O:14][C:15](=[O:20])[CH:16]([CH:17]1[CH2:19][CH2:18]1)[C:31]([C:21]1[C:30]2[C:25](=[CH:26][CH:27]=[CH:28][CH:29]=2)[CH:24]=[CH:23][CH:22]=1)=[O:32].